Task: Predict the reaction yield, written as a fraction of the theoretical maximum amount of product (1.0 means a 100% yield; for example, 0.34 means a 34% yield).. Dataset: Reaction yield outcomes from USPTO patents with 853,638 reactions (1) The reactants are [CH2:1]([O:8][C:9](=[O:26])[NH:10][C@H:11]([CH2:19][C:20]1[CH:25]=[CH:24][CH:23]=[CH:22][CH:21]=1)[CH2:12][NH:13][C:14](=[O:18])[C@@H:15]([CH3:17])[NH2:16])[C:2]1[CH:7]=[CH:6][CH:5]=[CH:4][CH:3]=1.[C:27]([O:31][C:32]([NH:34][C@H:35]([C:46](O)=[O:47])[CH2:36][C:37]1[C:42]([CH3:43])=[CH:41][C:40]([OH:44])=[CH:39][C:38]=1[CH3:45])=[O:33])([CH3:30])([CH3:29])[CH3:28].Cl.CN(C)CCCN=C=NCC.O.ON1C2C=CC=CC=2N=N1.CN1CCOCC1. The catalyst is CN(C=O)C.CCOC(C)=O. The product is [C:27]([O:31][C:32]([NH:34][C@H:35]([C:46]([NH:16][C@@H:15]([C:14]([NH:13][CH2:12][C@H:11]([NH:10][C:9]([O:8][CH2:1][C:2]1[CH:7]=[CH:6][CH:5]=[CH:4][CH:3]=1)=[O:26])[CH2:19][C:20]1[CH:25]=[CH:24][CH:23]=[CH:22][CH:21]=1)=[O:18])[CH3:17])=[O:47])[CH2:36][C:37]1[C:38]([CH3:45])=[CH:39][C:40]([OH:44])=[CH:41][C:42]=1[CH3:43])=[O:33])([CH3:29])([CH3:30])[CH3:28]. The yield is 0.920. (2) The reactants are [C:1](Cl)(=[O:3])[CH3:2].C(N(CC)CC)C.[Br:12][C:13]1[C:18]([O:19][CH2:20][CH3:21])=[CH:17][C:16]([OH:22])=[C:15]([CH2:23][CH3:24])[CH:14]=1. The catalyst is C(Cl)Cl. The product is [Br:12][C:13]1[C:18]([O:19][CH2:20][CH3:21])=[CH:17][C:16]([O:22][C:1](=[O:3])[CH3:2])=[C:15]([CH2:23][CH3:24])[CH:14]=1. The yield is 0.530. (3) The reactants are [CH2:1]([C:3]1[CH:15]=[CH:14][CH:13]=[CH:12][C:4]=1[O:5][CH2:6][C:7]([O:9][CH2:10][CH3:11])=[O:8])[CH3:2].[Cl:16][S:17](O)(=[O:19])=[O:18]. No catalyst specified. The product is [Cl:16][S:17]([C:14]1[CH:13]=[CH:12][C:4]([O:5][CH2:6][C:7]([O:9][CH2:10][CH3:11])=[O:8])=[C:3]([CH2:1][CH3:2])[CH:15]=1)(=[O:19])=[O:18]. The yield is 0.700. (4) The reactants are [Cl:1][C:2]1[CH:11]=[CH:10][CH:9]=[C:8]2[C:3]=1[N:4]=[C:5]([C:21]([OH:23])=O)[C:6](=[O:20])[N:7]2[C:12]1[CH:17]=[CH:16][C:15]([O:18][CH3:19])=[CH:14][CH:13]=1.C(Cl)(=O)C(Cl)=O.[C:30]1(=[O:37])[CH2:35][CH2:34][CH2:33][C:32](=[O:36])[CH2:31]1.C(N(CC)CC)C.CC(C)(O)C#N. The catalyst is C(Cl)(Cl)Cl.CN(C)C=O. The product is [Cl:1][C:2]1[CH:11]=[CH:10][CH:9]=[C:8]2[C:3]=1[N:4]=[C:5]([C:21]([C:31]1[C:32](=[O:36])[CH2:33][CH2:34][CH2:35][C:30]=1[OH:37])=[O:23])[C:6](=[O:20])[N:7]2[C:12]1[CH:13]=[CH:14][C:15]([O:18][CH3:19])=[CH:16][CH:17]=1. The yield is 0.700. (5) The reactants are [C:1]([O:5][C:6]([N:8]1[CH2:13][CH2:12][CH:11]([C:14]2[CH:19]=[C:18]([F:20])[C:17]([O:21]CC3C=CC=CC=3)=[CH:16][C:15]=2[O:29]CC2C=CC=CC=2)[CH2:10][CH2:9]1)=[O:7])([CH3:4])([CH3:3])[CH3:2].CO. The catalyst is C(OCC)(=O)C.[Pd]. The product is [C:1]([O:5][C:6]([N:8]1[CH2:9][CH:10]=[C:11]([C:14]2[CH:19]=[C:18]([F:20])[C:17]([OH:21])=[CH:16][C:15]=2[OH:29])[CH2:12][CH2:13]1)=[O:7])([CH3:4])([CH3:2])[CH3:3]. The yield is 1.00. (6) The reactants are [O:1]1[C:5]2[CH:6]=[CH:7][C:8]([C:10]([O:12]C)=[O:11])=[CH:9][C:4]=2[CH:3]=[CH:2]1.[Br:14]Br.C([O-])(O)=O.[Na+].C([O-])([O-])=O.[K+].[K+]. The catalyst is C(Cl)Cl. The product is [Br:14][C:3]1[C:4]2[CH:9]=[C:8]([C:10]([OH:12])=[O:11])[CH:7]=[CH:6][C:5]=2[O:1][CH:2]=1. The yield is 0.960. (7) The reactants are [Br:1][C:2]1[N:7]=[C:6]([NH2:8])[CH:5]=[CH:4][CH:3]=1.C(=O)(O)[O-].[Na+].O.[C:15](Cl)(Cl)=[S:16]. The catalyst is C(Cl)(Cl)Cl. The product is [Br:1][C:2]1[CH:3]=[CH:4][CH:5]=[C:6]([N:8]=[C:15]=[S:16])[N:7]=1. The yield is 0.890. (8) The reactants are [NH:1]1[C:9]2[C:4](=[CH:5][CH:6]=[CH:7][CH:8]=2)[C:3]2([CH2:13][O:12][C:11]3[CH:14]=[C:15]4[C:19](=[CH:20][C:10]2=3)[CH2:18][CH2:17][O:16]4)[C:2]1=[O:21].Cl[CH2:23][C:24]1[O:25][CH:26]=[C:27]([C:29]([O:31][CH3:32])=[O:30])[N:28]=1.C(=O)([O-])[O-].[Cs+].[Cs+]. The catalyst is CC(=O)CC. The product is [O:21]=[C:2]1[C:3]2([CH2:13][O:12][C:11]3[CH:14]=[C:15]4[C:19](=[CH:20][C:10]2=3)[CH2:18][CH2:17][O:16]4)[C:4]2[C:9](=[CH:8][CH:7]=[CH:6][CH:5]=2)[N:1]1[CH2:23][C:24]1[O:25][CH:26]=[C:27]([C:29]([O:31][CH3:32])=[O:30])[N:28]=1. The yield is 0.610. (9) The reactants are Br[C:2]1[CH:3]=[C:4]([CH:7]=[CH:8][C:9]=1[O:10][CH2:11][O:12][CH3:13])[CH:5]=[O:6].[CH:14]([Sn](CCCC)(CCCC)CCCC)=[CH2:15].[F-].[K+]. The catalyst is C1(C)C=CC=CC=1.C(OCC)(=O)C.C1C=CC([P]([Pd]([P](C2C=CC=CC=2)(C2C=CC=CC=2)C2C=CC=CC=2)([P](C2C=CC=CC=2)(C2C=CC=CC=2)C2C=CC=CC=2)[P](C2C=CC=CC=2)(C2C=CC=CC=2)C2C=CC=CC=2)(C2C=CC=CC=2)C2C=CC=CC=2)=CC=1. The product is [CH3:13][O:12][CH2:11][O:10][C:9]1[CH:8]=[CH:7][C:4]([CH:5]=[O:6])=[CH:3][C:2]=1[CH:14]=[CH2:15]. The yield is 0.565. (10) The catalyst is O1CCCC1.N1C=CC=CC=1. The reactants are Cl[C:2]([O:4][CH3:5])=[O:3].[F:6][C:7]1[CH:12]=[C:11]([F:13])[CH:10]=[CH:9][C:8]=1[C:14]1[CH:19]=[CH:18]C(O)=[C:16]([C:21]([NH:23][C:24]2[CH:29]=[CH:28][C:27]([C:30]([F:33])([F:32])[F:31])=[CH:26][CH:25]=2)=[O:22])[CH:15]=1.Cl. The product is [F:6][C:7]1[CH:12]=[C:11]([F:13])[CH:10]=[CH:9][C:8]=1[C:14]1[CH:19]=[CH:18][C:5]2[O:4][C:2](=[O:3])[N:23]([C:24]3[CH:29]=[CH:28][C:27]([C:30]([F:31])([F:32])[F:33])=[CH:26][CH:25]=3)[C:21](=[O:22])[C:16]=2[CH:15]=1. The yield is 0.110.